Dataset: Full USPTO retrosynthesis dataset with 1.9M reactions from patents (1976-2016). Task: Predict the reactants needed to synthesize the given product. (1) Given the product [Br:14][C:15]1[CH:16]=[C:17]([NH:21][C:22]2[C:31]3[C:26](=[CH:27][C:28]([O:11][CH2:10][CH2:9][CH2:8][CH:5]4[CH2:6][CH2:7][N:2]([CH3:1])[CH2:3][CH2:4]4)=[C:29]([N+:32]([O-:34])=[O:33])[CH:30]=3)[N:25]=[CH:24][N:23]=2)[CH:18]=[CH:19][CH:20]=1, predict the reactants needed to synthesize it. The reactants are: [CH3:1][N:2]1[CH2:7][CH2:6][CH:5]([CH2:8][CH2:9][CH2:10][OH:11])[CH2:4][CH2:3]1.[H-].[Na+].[Br:14][C:15]1[CH:16]=[C:17]([NH:21][C:22]2[C:31]3[C:26](=[CH:27][C:28](F)=[C:29]([N+:32]([O-:34])=[O:33])[CH:30]=3)[N:25]=[CH:24][N:23]=2)[CH:18]=[CH:19][CH:20]=1. (2) Given the product [CH:1]1([C:4]2[N:5]([CH3:29])[C:6]([C:9]3[CH:10]=[C:11]([CH:19]=[C:20]([C:22]4[CH:27]=[CH:26][C:25]([CH3:28])=[CH:24][N:23]=4)[CH:21]=3)[C:12]([OH:14])=[O:13])=[N:7][N:8]=2)[CH2:2][CH2:3]1, predict the reactants needed to synthesize it. The reactants are: [CH:1]1([C:4]2[N:5]([CH3:29])[C:6]([C:9]3[CH:10]=[C:11]([CH:19]=[C:20]([C:22]4[CH:27]=[CH:26][C:25]([CH3:28])=[CH:24][N:23]=4)[CH:21]=3)[C:12]([O:14]C(C)(C)C)=[O:13])=[N:7][N:8]=2)[CH2:3][CH2:2]1.FC(F)(F)C(O)=O.Cl. (3) Given the product [F:21][C:22]1[CH:27]=[CH:26][C:25]([O:28][CH3:29])=[CH:24][C:23]=1[C:30]1[CH:35]=[CH:34][C:33]([O:36][CH2:37][C:38]2[CH:39]=[CH:40][C:41]([O:44][CH3:45])=[CH:42][CH:43]=2)=[CH:32][C:31]=1[CH2:46][C:13]1([C:19]#[N:20])[CH2:18][CH2:17][CH2:16][CH2:15][CH2:14]1, predict the reactants needed to synthesize it. The reactants are: C(NC(C)C)(C)C.C([Li])CCC.[CH:13]1([C:19]#[N:20])[CH2:18][CH2:17][CH2:16][CH2:15][CH2:14]1.[F:21][C:22]1[CH:27]=[CH:26][C:25]([O:28][CH3:29])=[CH:24][C:23]=1[C:30]1[C:31]([C:46](OCC)=O)=[CH:32][C:33]([O:36][CH2:37][C:38]2[CH:43]=[CH:42][C:41]([O:44][CH3:45])=[CH:40][CH:39]=2)=[CH:34][CH:35]=1.[Cl-].[NH4+]. (4) Given the product [C:8]([O:12][C:13](=[O:14])[NH:15][C@H:20]([CH2:21][C:22]1[CH:27]=[CH:26][CH:25]=[C:24]([N:28]2[N:29]=[CH:30][CH:31]=[N:32]2)[CH:23]=1)[CH2:19][O:18][CH2:17][C:16](=[O:33])[CH3:3])([CH3:9])([CH3:10])[CH3:11], predict the reactants needed to synthesize it. The reactants are: [Li]C.[CH3:3]COCC.[C:8]([O:12][C:13]([N:15]1[C@H:20]([CH2:21][C:22]2[CH:27]=[CH:26][CH:25]=[C:24]([N:28]3[N:32]=[CH:31][CH:30]=[N:29]3)[CH:23]=2)[CH2:19][O:18][CH2:17][C:16]1=[O:33])=[O:14])([CH3:11])([CH3:10])[CH3:9]. (5) Given the product [OH:26][CH2:25][CH:24]([NH:27][C:3]([C:5]1[N:6]([CH3:22])[N:7]=[C:8]([O:10][CH2:11][C:12]2[C:13]([CH2:18][CH2:19][CH2:20][CH3:21])=[N:14][O:15][C:16]=2[CH3:17])[CH:9]=1)=[O:4])[CH3:23], predict the reactants needed to synthesize it. The reactants are: CO[C:3]([C:5]1[N:6]([CH3:22])[N:7]=[C:8]([O:10][CH2:11][C:12]2[C:13]([CH2:18][CH2:19][CH2:20][CH3:21])=[N:14][O:15][C:16]=2[CH3:17])[CH:9]=1)=[O:4].[CH3:23][CH:24]([NH2:27])[CH2:25][OH:26]. (6) The reactants are: [CH3:1][C:2]1[O:3][C:4]2[CH:10]=[CH:9][C:8]([CH2:11][N:12]3C(=O)C4C(=CC=CC=4)C3=O)=[CH:7][C:5]=2[N:6]=1.O.NN. Given the product [CH3:1][C:2]1[O:3][C:4]2[CH:10]=[CH:9][C:8]([CH2:11][NH2:12])=[CH:7][C:5]=2[N:6]=1, predict the reactants needed to synthesize it.